Dataset: Forward reaction prediction with 1.9M reactions from USPTO patents (1976-2016). Task: Predict the product of the given reaction. Given the reactants [O:1]1[C:5]2[CH:6]=[CH:7][C:8]([CH:10]=O)=[CH:9][C:4]=2[CH2:3][CH2:2]1.[CH3:12][O:13][C:14]1[CH:15]=[C:16]([CH:20]=[CH:21][C:22]=1[O:23][CH3:24])[CH2:17][C:18]#[N:19], predict the reaction product. The product is: [O:1]1[C:5]2[CH:6]=[CH:7][C:8](/[CH:10]=[C:17](/[C:16]3[CH:20]=[CH:21][C:22]([O:23][CH3:24])=[C:14]([O:13][CH3:12])[CH:15]=3)\[C:18]#[N:19])=[CH:9][C:4]=2[CH2:3][CH2:2]1.